This data is from CYP2D6 inhibition data for predicting drug metabolism from PubChem BioAssay. The task is: Regression/Classification. Given a drug SMILES string, predict its absorption, distribution, metabolism, or excretion properties. Task type varies by dataset: regression for continuous measurements (e.g., permeability, clearance, half-life) or binary classification for categorical outcomes (e.g., BBB penetration, CYP inhibition). Dataset: cyp2d6_veith. The compound is CCOC(=O)c1cnc2ccc(C)cc2c1Sc1ccccc1C(=O)OC. The result is 0 (non-inhibitor).